Task: Predict the product of the given reaction.. Dataset: Forward reaction prediction with 1.9M reactions from USPTO patents (1976-2016) The product is: [Cl:1][C:2]1[CH:3]=[CH:4][C:5]2[C:15](=[C:16]3[CH2:17][CH2:18][N:19]([C:22]([O:24][CH2:25][CH3:26])=[O:23])[CH2:20][CH2:21]3)[C:10]3=[N+:11]([O-:33])[CH:12]=[CH:13][CH:14]=[C:9]3[CH2:8][CH2:7][C:6]=2[CH:27]=1. Given the reactants [Cl:1][C:2]1[CH:3]=[CH:4][C:5]2[C:15](=[C:16]3[CH2:21][CH2:20][N:19]([C:22]([O:24][CH2:25][CH3:26])=[O:23])[CH2:18][CH2:17]3)[C:10]3=[N:11][CH:12]=[CH:13][CH:14]=[C:9]3[CH2:8][CH2:7][C:6]=2[CH:27]=1.ClC1C=C(C=CC=1)C(O)=[O:33], predict the reaction product.